From a dataset of Forward reaction prediction with 1.9M reactions from USPTO patents (1976-2016). Predict the product of the given reaction. (1) The product is: [CH:1]12[O:19][CH:16]1[CH2:15][CH2:14][CH2:13][CH2:12][CH2:11][CH2:10][CH:9]=[CH:8][CH2:7][CH2:6][CH2:5][CH2:4][CH2:3][CH2:2]2. Given the reactants [CH:1]1[CH2:16][CH2:15][CH2:14][CH2:13][CH2:12][CH2:11][CH:10]=[CH:9][CH2:8][CH2:7][CH2:6][CH2:5][CH2:4][CH2:3][CH:2]=1.C([O-])(=[O:19])C.[Na+].C1=CCCCCCCC=CCCCCCC1.C1=CCCCCCCC=CCCCCCC1.C1=CCCCCCCC=CCCCCCC1.C(OO)(=O)C.C12OC1CCCCCCC=CCCCCCC2.C12OC1CCCCCCC=CCCCCCC2, predict the reaction product. (2) Given the reactants C([NH:4][C:5]([C@@H:26]1[CH2:30][CH2:29][N:28](C(OC(C)(C)C)=O)[CH2:27]1)([C:19](=[O:25])NC(C)(C)C)[CH2:6][CH2:7][CH2:8][CH2:9][B:10]1[O:14]C(C)(C)C(C)(C)[O:11]1)(=O)C.[ClH:38].[OH2:39], predict the reaction product. The product is: [ClH:38].[ClH:38].[NH2:4][C@@:5]([C@@H:26]1[CH2:30][CH2:29][NH:28][CH2:27]1)([CH2:6][CH2:7][CH2:8][CH2:9][B:10]([OH:11])[OH:14])[C:19]([OH:25])=[O:39]. (3) Given the reactants [CH2:1]([O:8][C:9](=[O:21])[NH:10][C:11]1[CH:20]=[CH:19][C:14]2[O:15][CH2:16][CH2:17][O:18][C:13]=2[CH:12]=1)[C:2]1[CH:7]=[CH:6][CH:5]=[CH:4][CH:3]=1.[Li]CCCC.[Br:27][CH2:28]/[CH:29]=[CH:30]/[CH2:31]Br, predict the reaction product. The product is: [CH2:1]([O:8][C:9](=[O:21])[N:10]([CH2:31][CH:30]=[CH:29][CH2:28][Br:27])[C:11]1[CH:20]=[CH:19][C:14]2[O:15][CH2:16][CH2:17][O:18][C:13]=2[CH:12]=1)[C:2]1[CH:7]=[CH:6][CH:5]=[CH:4][CH:3]=1.